This data is from Reaction yield outcomes from USPTO patents with 853,638 reactions. The task is: Predict the reaction yield, written as a fraction of the theoretical maximum amount of product (1.0 means a 100% yield; for example, 0.34 means a 34% yield). The reactants are [Br:1][C:2]1[CH:7]=[CH:6][C:5](I)=[CH:4][CH:3]=1.[C:9]1(B(O)O)[C:22]2[C:23]3=[C:24]4[C:19](=[CH:20][CH:21]=2)[CH:18]=[CH:17][CH:16]=[C:15]4[CH:14]=[CH:13][C:12]3=[CH:11][CH:10]=1.C(=O)([O-])[O-].[Na+].[Na+]. The yield is 0.800. The product is [Br:1][C:2]1[CH:7]=[CH:6][C:5]([C:16]2[C:15]3[C:24]4=[C:23]5[C:12](=[CH:13][CH:14]=3)[CH:11]=[CH:10][CH:9]=[C:22]5[CH:21]=[CH:20][C:19]4=[CH:18][CH:17]=2)=[CH:4][CH:3]=1. The catalyst is C1(C)C=CC=CC=1.